This data is from CYP2C19 inhibition data for predicting drug metabolism from PubChem BioAssay. The task is: Regression/Classification. Given a drug SMILES string, predict its absorption, distribution, metabolism, or excretion properties. Task type varies by dataset: regression for continuous measurements (e.g., permeability, clearance, half-life) or binary classification for categorical outcomes (e.g., BBB penetration, CYP inhibition). Dataset: cyp2c19_veith. (1) The drug is COc1cccc([C@H]2Oc3ccc(OC)cc3/C(=N\O[C@@H](C)c3cn([C@H](CO)Cc4ccccc4)nn3)[C@@H]2O)c1. The result is 0 (non-inhibitor). (2) The compound is CN(CCCl)Cc1cc(Cl)c(NC2=NCCN2)c(Cl)c1. The result is 0 (non-inhibitor). (3) The molecule is CC(C)c1ccc(-c2nnn(CCC(=O)O)n2)cc1. The result is 0 (non-inhibitor). (4) The molecule is COC(=O)[C@H]1C[C@@H]1[C@H](N)c1ccccc1. The result is 0 (non-inhibitor).